From a dataset of Forward reaction prediction with 1.9M reactions from USPTO patents (1976-2016). Predict the product of the given reaction. (1) The product is: [Br:23][C:24]1[CH:29]=[CH:28][CH:27]=[C:26]([Br:30])[C:25]=1[NH:31][C:32](=[S:10])[CH2:33][C:34]1[CH:39]=[CH:38][CH:37]=[C:36]([C:40]([F:43])([F:42])[F:41])[CH:35]=1. Given the reactants COC1C=CC(P2(SP(C3C=CC(OC)=CC=3)(=S)S2)=[S:10])=CC=1.[Br:23][C:24]1[CH:29]=[CH:28][CH:27]=[C:26]([Br:30])[C:25]=1[NH:31][C:32](=O)[CH2:33][C:34]1[CH:39]=[CH:38][CH:37]=[C:36]([C:40]([F:43])([F:42])[F:41])[CH:35]=1, predict the reaction product. (2) The product is: [CH2:1]([O:8][N:9]([CH2:12][C@@H:13]([O:34][CH2:35][C:36]1[CH:37]=[CH:38][CH:39]=[CH:40][CH:41]=1)[C@H:14]([O:26][CH2:27][C:28]1[CH:33]=[CH:32][CH:31]=[CH:30][CH:29]=1)[C@H:15]([O:18][CH2:19][C:20]1[CH:21]=[CH:22][CH:23]=[CH:24][CH:25]=1)[CH:16]=[O:17])[CH:10]=[O:11])[C:2]1[CH:7]=[CH:6][CH:5]=[CH:4][CH:3]=1. Given the reactants [CH2:1]([O:8][N:9]([CH2:12][C@@H:13]([O:34][CH2:35][C:36]1[CH:41]=[CH:40][CH:39]=[CH:38][CH:37]=1)[C@H:14]([O:26][CH2:27][C:28]1[CH:33]=[CH:32][CH:31]=[CH:30][CH:29]=1)[C@H:15]([O:18][CH2:19][C:20]1[CH:25]=[CH:24][CH:23]=[CH:22][CH:21]=1)[CH2:16][OH:17])[CH:10]=[O:11])[C:2]1[CH:7]=[CH:6][CH:5]=[CH:4][CH:3]=1.CC(OI1(OC(C)=O)(OC(C)=O)OC(=O)C2C=CC=CC1=2)=O, predict the reaction product. (3) Given the reactants [CH3:1][C:2]1[C:11]2[CH:10]=[CH:9][CH:8]=[C:7]([NH2:12])[C:6]=2[CH:5]=[CH:4][N:3]=1.[Br:13][C:14]1[CH:19]=[CH:18][C:17]([CH2:20][N:21]=[C:22]=[O:23])=[CH:16][CH:15]=1, predict the reaction product. The product is: [Br:13][C:14]1[CH:15]=[CH:16][C:17]([CH2:20][NH:21][C:22]([NH:12][C:7]2[CH:8]=[CH:9][CH:10]=[C:11]3[C:6]=2[CH:5]=[CH:4][N:3]=[C:2]3[CH3:1])=[O:23])=[CH:18][CH:19]=1. (4) The product is: [NH2:1][C:4]1[CH:9]=[CH:8][CH:7]=[CH:6][C:5]=1[CH2:10][C:11]([NH:13][CH:14]1[CH2:19][CH2:18][N:17]([CH2:20][C:21]2[CH:26]=[CH:25][CH:24]=[CH:23][CH:22]=2)[CH2:16][CH2:15]1)=[O:12]. Given the reactants [N+:1]([C:4]1[CH:9]=[CH:8][CH:7]=[CH:6][C:5]=1[CH2:10][C:11]([NH:13][CH:14]1[CH2:19][CH2:18][N:17]([CH2:20][C:21]2[CH:26]=[CH:25][CH:24]=[CH:23][CH:22]=2)[CH2:16][CH2:15]1)=[O:12])([O-])=O, predict the reaction product. (5) Given the reactants [F:1][C:2]1[CH:3]=[C:4]2[C:8](=[CH:9][CH:10]=1)[NH:7][N:6]=[C:5]2[I:11].O[C@@H:13]1[CH2:17][CH2:16][O:15][CH2:14]1, predict the reaction product. The product is: [F:1][C:2]1[CH:3]=[C:4]2[C:8](=[CH:9][CH:10]=1)[N:7]([C@H:13]1[CH2:17][CH2:16][O:15][CH2:14]1)[N:6]=[C:5]2[I:11]. (6) Given the reactants C(O[CH:4](OCC)[CH2:5][N:6]([CH3:8])[CH3:7])C.Cl.[OH-].[K+].[Br:15][C:16]1[CH:17]=[C:18]([NH:23][C:24]2[C:25]3[CH:33]=[C:32]([NH:34][C:35](=[O:45])[CH2:36]P(=O)(OCC)OCC)[N:31]=[CH:30][C:26]=3[N:27]=[CH:28][N:29]=2)[CH:19]=[CH:20][C:21]=1[Cl:22].[Li+].[Cl-], predict the reaction product. The product is: [Br:15][C:16]1[CH:17]=[C:18]([CH:19]=[CH:20][C:21]=1[Cl:22])[NH:23][C:24]1[C:25]2[CH:33]=[C:32]([NH:34][C:35](=[O:45])/[CH:36]=[CH:4]/[CH2:5][N:6]([CH3:7])[CH3:8])[N:31]=[CH:30][C:26]=2[N:27]=[CH:28][N:29]=1. (7) Given the reactants [C:1]([N:9]1[CH2:21][CH2:20][C:19]2[C:18]3[C:13](=[CH:14][CH:15]=[CH:16][CH:17]=3)[NH:12][C:11]=2[CH2:10]1)(=[O:8])[C:2]1[CH:7]=[CH:6][CH:5]=[CH:4][CH:3]=1.[H-].[Na+].[CH3:24]I.O, predict the reaction product. The product is: [C:1]([N:9]1[CH2:21][CH2:20][C:19]2[C:18]3[C:13](=[CH:14][CH:15]=[CH:16][CH:17]=3)[N:12]([CH3:24])[C:11]=2[CH2:10]1)(=[O:8])[C:2]1[CH:7]=[CH:6][CH:5]=[CH:4][CH:3]=1. (8) Given the reactants [CH3:1][N:2]1[CH2:7][CH2:6][N:5]([C:8]2[CH:14]=[CH:13][C:11]([NH2:12])=[CH:10][CH:9]=2)[CH2:4][CH2:3]1.C(O[CH:18]=[C:19]([C:25]([O:27][CH2:28][CH3:29])=[O:26])[C:20]([O:22][CH2:23][CH3:24])=[O:21])C, predict the reaction product. The product is: [CH3:1][N:2]1[CH2:3][CH2:4][N:5]([C:8]2[CH:14]=[CH:13][C:11]([NH:12][CH:18]=[C:19]([C:20]([O:22][CH2:23][CH3:24])=[O:21])[C:25]([O:27][CH2:28][CH3:29])=[O:26])=[CH:10][CH:9]=2)[CH2:6][CH2:7]1. (9) Given the reactants [Br:1][C:2]1[CH:11]=[CH:10][C:9]([N+:12]([O-])=O)=[C:8]2[C:3]=1[CH2:4][CH2:5][N:6]([CH3:15])[CH2:7]2, predict the reaction product. The product is: [Br:1][C:2]1[CH:11]=[CH:10][C:9]([NH2:12])=[C:8]2[C:3]=1[CH2:4][CH2:5][N:6]([CH3:15])[CH2:7]2. (10) Given the reactants [O:1]1[C:5]([CH2:6][C:7]([OH:9])=O)=[CH:4][CH:3]=[N:2]1.C1C=NC2N(O)N=NC=2C=1.CCN(C(C)C)C(C)C.[CH3:29][O:30][C:31](=[O:45])[C:32]1[CH:37]=[CH:36][C:35]([NH:38][CH:39]([CH2:42][CH3:43])[CH2:40][CH3:41])=[C:34]([NH2:44])[CH:33]=1, predict the reaction product. The product is: [CH3:29][O:30][C:31](=[O:45])[C:32]1[CH:37]=[CH:36][C:35]([NH:38][CH:39]([CH2:40][CH3:41])[CH2:42][CH3:43])=[C:34]([NH:44][C:7](=[O:9])[CH2:6][C:5]2[O:1][N:2]=[CH:3][CH:4]=2)[CH:33]=1.